This data is from Catalyst prediction with 721,799 reactions and 888 catalyst types from USPTO. The task is: Predict which catalyst facilitates the given reaction. (1) The catalyst class is: 11. Reactant: C(O[C:4]([C:6]1([CH2:22][CH2:23]OC)[CH2:11][CH2:10][N:9]([S:12]([C:15]2[CH:20]=[CH:19][CH:18]=[CH:17][C:16]=2[Cl:21])(=[O:14])=[O:13])[CH2:8][CH2:7]1)=[O:5])C.[Cl-].C[Al+]C.[CH2:30]([NH2:38])[CH2:31][C:32]1[CH:37]=[CH:36][CH:35]=[CH:34][CH:33]=1. Product: [Cl:21][C:16]1[CH:17]=[CH:18][CH:19]=[CH:20][C:15]=1[S:12]([N:9]1[CH2:8][CH2:7][C:6]2([C:4](=[O:5])[N:38]([CH2:30][CH2:31][C:32]3[CH:37]=[CH:36][CH:35]=[CH:34][CH:33]=3)[CH2:23][CH2:22]2)[CH2:11][CH2:10]1)(=[O:13])=[O:14]. (2) Reactant: [N:1]1[CH:6]=[N:5][CH:4]=[N:3][CH:2]=1.Cl.[F:8][C:9]1[CH:10]=C(NN)[CH:12]=[CH:13][CH:14]=1. Product: [F:8][C:9]1[CH:10]=[C:2]([N:1]2[CH:6]=[N:5][CH:4]=[N:3]2)[CH:12]=[CH:13][CH:14]=1. The catalyst class is: 8. (3) Reactant: [NH2:1][CH2:2][C:3]1[C:4]([F:21])=[C:5]([O:10][C:11]2[CH:12]=[C:13]([CH:16]=[C:17]([F:20])[C:18]=2[Cl:19])[C:14]#[N:15])[C:6]([Cl:9])=[CH:7][CH:8]=1.[Cl:22][C:23]1[N:24]=[CH:25][N:26](COCC[Si](C)(C)C)[C:27]=1[C:28](O)=[O:29].CCN(C(C)C)C(C)C.CN(C(ON1N=NC2C=CC=NC1=2)=[N+](C)C)C.F[P-](F)(F)(F)(F)F. Product: [Cl:22][C:23]1[N:24]=[CH:25][NH:26][C:27]=1[C:28]([NH:1][CH2:2][C:3]1[CH:8]=[CH:7][C:6]([Cl:9])=[C:5]([O:10][C:11]2[CH:12]=[C:13]([C:14]#[N:15])[CH:16]=[C:17]([F:20])[C:18]=2[Cl:19])[C:4]=1[F:21])=[O:29]. The catalyst class is: 1. (4) Reactant: [CH3:1][C:2]([C:7]1[CH:12]=[CH:11][CH:10]=[CH:9][CH:8]=1)([CH3:6])[C:3](=[O:5])[CH3:4].OC1C([O:21][S:22]([C:25]2[CH:31]=[CH:30][C:28]([CH3:29])=[CH:27][CH:26]=2)(=[O:24])=[O:23])=C(I)C=CC=1. Product: [CH3:6][C:2]([C:7]1[CH:8]=[CH:9][CH:10]=[CH:11][CH:12]=1)([CH3:1])[C:3](=[O:5])[CH2:4][O:24][S:22]([C:25]1[CH:31]=[CH:30][C:28]([CH3:29])=[CH:27][CH:26]=1)(=[O:21])=[O:23]. The catalyst class is: 10. (5) Reactant: COC1C=CC(C[N:8]2[CH:12]=[C:11]([C:13]3[N:18]=[C:17]([C:19]([N:21]4[CH2:26][CH2:25][CH:24]([N:27]5[CH2:31][CH2:30][CH2:29][CH2:28]5)[CH2:23][CH2:22]4)=[O:20])[C:16]([CH3:32])=[CH:15][C:14]=3[C:33]3[CH:38]=[CH:37][CH:36]=[C:35]([C:39]([F:42])([F:41])[F:40])[CH:34]=3)[N:10]=[N:9]2)=CC=1.C([O-])([O-])=O.[Na+].[Na+]. Product: [CH3:32][C:16]1[C:17]([C:19]([N:21]2[CH2:22][CH2:23][CH:24]([N:27]3[CH2:31][CH2:30][CH2:29][CH2:28]3)[CH2:25][CH2:26]2)=[O:20])=[N:18][C:13]([C:11]2[N:10]=[N:9][NH:8][CH:12]=2)=[C:14]([C:33]2[CH:38]=[CH:37][CH:36]=[C:35]([C:39]([F:42])([F:41])[F:40])[CH:34]=2)[CH:15]=1. The catalyst class is: 55. (6) Reactant: [C:1]([Cl:4])(=O)C.Cl.[Cl:6][C:7]1[CH:15]=[C:14]([O:16][CH2:17][CH3:18])[C:13]([NH:19][NH2:20])=[CH:12][C:8]=1[C:9]([OH:11])=[O:10]. Product: [ClH:4].[Cl:6][C:7]1[CH:15]=[C:14]([O:16][CH2:17][CH3:18])[C:13]([NH:19][NH2:20])=[CH:12][C:8]=1[C:9]([O:11][CH3:1])=[O:10]. The catalyst class is: 5. (7) Reactant: Cl[CH:2]([C:14]1[CH:19]=[CH:18][CH:17]=[CH:16][CH:15]=1)[C:3]([C:5]1[C:13]2[C:8](=[CH:9][CH:10]=[CH:11][CH:12]=2)[NH:7][CH:6]=1)=[O:4].[F:20][C:21]1[CH:22]=[C:23]([CH:25]=[CH:26][CH:27]=1)[NH2:24].CCN(C(C)C)C(C)C. Product: [F:20][C:21]1[CH:22]=[C:23]([NH:24][CH:2]([C:14]2[CH:19]=[CH:18][CH:17]=[CH:16][CH:15]=2)[C:3]([C:5]2[C:13]3[C:8](=[CH:9][CH:10]=[CH:11][CH:12]=3)[NH:7][CH:6]=2)=[O:4])[CH:25]=[CH:26][CH:27]=1. The catalyst class is: 8.